This data is from Reaction yield outcomes from USPTO patents with 853,638 reactions. The task is: Predict the reaction yield, written as a fraction of the theoretical maximum amount of product (1.0 means a 100% yield; for example, 0.34 means a 34% yield). The reactants are Br[C:2]1[CH:7]=[CH:6][C:5]([C:8]([CH3:11])([CH3:10])[CH3:9])=[CH:4][CH:3]=1.[Li]C(CC)C.N#N.[O:19]=[C:20]1[CH2:37][CH:23]2[CH2:24][N:25]([C:27]([O:29][CH2:30][C:31]3[CH:36]=[CH:35][CH:34]=[CH:33][CH:32]=3)=[O:28])[CH2:26][CH:22]2[CH2:21]1. The catalyst is O1CCCC1. The product is [C:8]([C:5]1[CH:6]=[CH:7][C:2]([C:20]2([OH:19])[CH2:21][CH:22]3[CH2:26][N:25]([C:27]([O:29][CH2:30][C:31]4[CH:36]=[CH:35][CH:34]=[CH:33][CH:32]=4)=[O:28])[CH2:24][CH:23]3[CH2:37]2)=[CH:3][CH:4]=1)([CH3:11])([CH3:10])[CH3:9]. The yield is 0.270.